From a dataset of Forward reaction prediction with 1.9M reactions from USPTO patents (1976-2016). Predict the product of the given reaction. (1) Given the reactants [N:1]1([CH2:6][CH2:7][OH:8])[CH2:5][CH2:4][CH2:3][CH2:2]1.Cl[C:10]1[N:15]=[CH:14][C:13](/[C:16](/[C:26]2[CH:31]=[CH:30][C:29]([OH:32])=[CH:28][CH:27]=2)=[C:17](\[C:20]2[CH:25]=[CH:24][CH:23]=[CH:22][CH:21]=2)/[CH2:18][CH3:19])=[CH:12][CH:11]=1, predict the reaction product. The product is: [C:20]1(/[C:17](/[CH2:18][CH3:19])=[C:16](/[C:26]2[CH:31]=[CH:30][C:29]([OH:32])=[CH:28][CH:27]=2)\[C:13]2[CH:14]=[N:15][C:10]([O:8][CH2:7][CH2:6][N:1]3[CH2:5][CH2:4][CH2:3][CH2:2]3)=[CH:11][CH:12]=2)[CH:21]=[CH:22][CH:23]=[CH:24][CH:25]=1. (2) The product is: [Cl:3][C:4]1[CH:9]=[C:8]([Cl:10])[CH:7]=[CH:6][C:5]=1[NH:11][C:12]1[N:17]=[CH:16][C:15]([CH:18]=[O:19])=[C:14]([C:20]([F:23])([F:21])[F:22])[CH:13]=1. Given the reactants [Cl-].[Na+].[Cl:3][C:4]1[CH:9]=[C:8]([Cl:10])[CH:7]=[CH:6][C:5]=1[NH:11][C:12]1[N:17]=[CH:16][C:15]([CH2:18][OH:19])=[C:14]([C:20]([F:23])([F:22])[F:21])[CH:13]=1, predict the reaction product. (3) Given the reactants C(N)C1C=CC=CC=1.[F:9][C:10]1[CH:17]=[CH:16][C:13]([CH2:14][NH2:15])=[CH:12][CH:11]=1.[CH2:18]([NH:25][C:26]([C:28]1[S:32][C:31]([N:33]2[CH:37]=[C:36]([C:38](O)=[O:39])[N:35]=[N:34]2)=[N:30][C:29]=1[CH3:41])=[O:27])[C:19]1[CH:24]=[CH:23][CH:22]=[CH:21][CH:20]=1, predict the reaction product. The product is: [CH2:18]([NH:25][C:26]([C:28]1[S:32][C:31]([N:33]2[CH:37]=[C:36]([C:38](=[O:39])[NH:15][CH2:14][C:13]3[CH:16]=[CH:17][C:10]([F:9])=[CH:11][CH:12]=3)[N:35]=[N:34]2)=[N:30][C:29]=1[CH3:41])=[O:27])[C:19]1[CH:20]=[CH:21][CH:22]=[CH:23][CH:24]=1. (4) The product is: [ClH:1].[Cl:1][C:2]1[CH:3]=[CH:4][C:5]([O:6][C:7]2[CH:26]=[CH:25][C:10]([O:11][CH2:12][C@@H:13]3[CH2:18][CH2:17][CH2:16][CH2:15][N:14]3[CH2:19][C:20]3[O:24][N:23]=[CH:22][N:21]=3)=[CH:9][CH:8]=2)=[CH:27][CH:28]=1. Given the reactants [Cl:1][C:2]1[CH:28]=[CH:27][C:5]([O:6][C:7]2[CH:26]=[CH:25][C:10]([O:11][CH2:12][C@@H:13]3[CH2:18][CH2:17][CH2:16][CH2:15][N:14]3[CH2:19][C:20]3[O:24][N:23]=[CH:22][N:21]=3)=[CH:9][CH:8]=2)=[CH:4][CH:3]=1.Cl, predict the reaction product. (5) Given the reactants BrCCCCC(C)(C1C=CC(C)=CC=1)CO.[Br:17][CH2:18][CH2:19][CH2:20][C:21]([CH3:28])([CH3:27])[C:22](OCC)=[O:23].[Li+].[BH4-].CO, predict the reaction product. The product is: [Br:17][CH2:18][CH2:19][CH2:20][C:21]([CH3:28])([CH3:27])[CH2:22][OH:23]. (6) Given the reactants [CH2:1]([OH:7])[CH2:2][CH2:3][CH2:4][C:5]#[CH:6].[Cl:8][C:9]1[CH:14]=[CH:13][C:12](I)=[CH:11][CH:10]=1, predict the reaction product. The product is: [Cl:8][C:9]1[CH:14]=[CH:13][C:12]([C:6]#[C:5][CH2:4][CH2:3][CH2:2][CH2:1][OH:7])=[CH:11][CH:10]=1. (7) Given the reactants [F:1][C:2]1[CH:3]=[CH:4][C:5]([N+:17]([O-])=O)=[C:6]([CH:16]=1)[O:7][CH:8]([C:10]1[O:14][N:13]=[C:12]([CH3:15])[CH:11]=1)[CH3:9].O.O.[Sn](Cl)Cl, predict the reaction product. The product is: [F:1][C:2]1[CH:3]=[CH:4][C:5]([NH2:17])=[C:6]([O:7][CH:8]([C:10]2[O:14][N:13]=[C:12]([CH3:15])[CH:11]=2)[CH3:9])[CH:16]=1.